From a dataset of Full USPTO retrosynthesis dataset with 1.9M reactions from patents (1976-2016). Predict the reactants needed to synthesize the given product. (1) The reactants are: CC(C[AlH]CC(C)C)C.C1(C)C=CC=CC=1.C[O:18][C:19]([CH:21]1[N:26]([C:27]([O:29][C:30]([CH3:33])([CH3:32])[CH3:31])=[O:28])[CH2:25][CH:24]2[CH:22]1[CH2:23]2)=O.[OH-].[Na+]. Given the product [C:30]([O:29][C:27]([N:26]1[CH2:25][CH:24]2[CH:22]([CH2:23]2)[CH:21]1[CH2:19][OH:18])=[O:28])([CH3:33])([CH3:32])[CH3:31], predict the reactants needed to synthesize it. (2) Given the product [ClH:32].[ClH:32].[CH2:1]([N:3]1[C:7]([NH:8][C:9](=[O:25])[C@@H:10]([NH:18][CH2:19][C:20]([O:22][CH2:23][CH3:24])=[O:21])[CH2:11][C:12]2[CH:13]=[CH:14][CH:15]=[CH:16][CH:17]=2)=[CH:6][C:5]([C:26]2[CH:27]=[CH:28][N:29]=[CH:30][CH:31]=2)=[N:4]1)[CH3:2], predict the reactants needed to synthesize it. The reactants are: [CH2:1]([N:3]1[C:7]([NH:8][C:9](=[O:25])[C@@H:10]([NH:18][CH2:19][C:20]([O:22][CH2:23][CH3:24])=[O:21])[CH2:11][C:12]2[CH:17]=[CH:16][CH:15]=[CH:14][CH:13]=2)=[CH:6][C:5]([C:26]2[CH:31]=[CH:30][N:29]=[CH:28][CH:27]=2)=[N:4]1)[CH3:2].[ClH:32]. (3) Given the product [CH:1]1([N:4]2[C:11](=[O:12])[CH2:10][CH2:9][N:8]([C:32]([C:29]3[CH:28]=[C:27]([CH3:26])[O:31][N:30]=3)=[O:33])[C:7]3[CH:13]=[CH:14][C:15]([O:17][CH3:18])=[CH:16][C:6]=3[CH2:5]2)[CH2:2][CH2:3]1, predict the reactants needed to synthesize it. The reactants are: [CH:1]1([N:4]2[C:11](=[O:12])[CH2:10][CH2:9][NH:8][C:7]3[CH:13]=[CH:14][C:15]([O:17][CH3:18])=[CH:16][C:6]=3[CH2:5]2)[CH2:3][CH2:2]1.C(N(CC)CC)C.[CH3:26][C:27]1[O:31][N:30]=[C:29]([C:32](Cl)=[O:33])[CH:28]=1. (4) Given the product [OH:21][CH2:20][CH:19]([C:22]1[CH:27]=[CH:26][C:25]([N+:28]([O-:30])=[O:29])=[C:24]([O:31][CH3:32])[CH:23]=1)[CH2:18][NH:17][C:7](=[O:9])[CH3:8], predict the reactants needed to synthesize it. The reactants are: O=C1N([C:7](=[O:9])[CH3:8])C2C=CC=CC=2N1C(=O)C.[NH2:17][CH2:18][CH:19]([C:22]1[CH:27]=[CH:26][C:25]([N+:28]([O-:30])=[O:29])=[C:24]([O:31][CH3:32])[CH:23]=1)[CH2:20][OH:21]. (5) Given the product [CH3:20][C@:17]12[C@@:16]3([CH3:21])[C@@H:7]([C@:8]4([CH3:34])[C@@H:13]([CH2:14][CH2:15]3)[C:12]([CH3:22])([CH3:23])[C:11]([C:24]3[CH:25]=[CH:26][C:27]([C:28]([O:30][CH3:31])=[O:29])=[CH:32][CH:33]=3)=[CH:10][CH2:9]4)[CH2:6][CH2:5][C@@H:4]1[C@H:3]1[C@H:35]([C:38]([CH3:40])=[CH2:39])[CH2:36][CH2:37][C@:2]1([NH:1][CH2:46][C:43]1[CH:44]=[CH:45][S:41][CH:42]=1)[CH2:19][CH2:18]2, predict the reactants needed to synthesize it. The reactants are: [NH2:1][C@:2]12[CH2:37][CH2:36][C@@H:35]([C:38]([CH3:40])=[CH2:39])[C@@H:3]1[C@@H:4]1[C@@:17]([CH3:20])([CH2:18][CH2:19]2)[C@@:16]2([CH3:21])[C@@H:7]([C@:8]3([CH3:34])[C@@H:13]([CH2:14][CH2:15]2)[C:12]([CH3:23])([CH3:22])[C:11]([C:24]2[CH:33]=[CH:32][C:27]([C:28]([O:30][CH3:31])=[O:29])=[CH:26][CH:25]=2)=[CH:10][CH2:9]3)[CH2:6][CH2:5]1.[S:41]1[CH:45]=[CH:44][C:43]([CH:46]=O)=[CH:42]1.C(O[BH-](OC(=O)C)OC(=O)C)(=O)C.[Na+]. (6) Given the product [CH:21]1([C:19]([N:6]2[C:5]3[C:10](=[CH:11][C:2]([C:44]4[CH:45]=[N:46][NH:47][CH:48]=4)=[CH:3][CH:4]=3)[N:9]([C:12]([O:14][CH:15]([CH3:17])[CH3:16])=[O:13])[CH2:8][C@@H:7]2[CH3:18])=[O:20])[CH2:23][CH2:22]1, predict the reactants needed to synthesize it. The reactants are: Br[C:2]1[CH:11]=[C:10]2[C:5]([N:6]([C:19]([CH:21]3[CH2:23][CH2:22]3)=[O:20])[C@@H:7]([CH3:18])[CH2:8][N:9]2[C:12]([O:14][CH:15]([CH3:17])[CH3:16])=[O:13])=[CH:4][CH:3]=1.O1CCOCC1.C(=O)([O-])[O-].[Cs+].[Cs+].CC1(C)C(C)(C)OB([C:44]2[CH:45]=[N:46][N:47](C(OC(C)(C)C)=O)[CH:48]=2)O1. (7) Given the product [F:18][C:19]1[C:20]([C:44]2[CH:49]=[CH:48][CH:47]=[C:46]([O:50][CH3:51])[C:45]=2[F:52])=[CH:21][C:22](=[O:43])[N:23]([CH2:25][CH2:26][C@@:27]([CH3:42])([S:38]([CH3:41])(=[O:40])=[O:39])[C:28]([NH:30][OH:31])=[O:29])[CH:24]=1, predict the reactants needed to synthesize it. The reactants are: C1(C)C=CC(S([O-])(=O)=O)=CC=1.[NH+]1C=CC=CC=1.[F:18][C:19]1[C:20]([C:44]2[CH:49]=[CH:48][CH:47]=[C:46]([O:50][CH3:51])[C:45]=2[F:52])=[CH:21][C:22](=[O:43])[N:23]([CH2:25][CH2:26][C@@:27]([CH3:42])([S:38]([CH3:41])(=[O:40])=[O:39])[C:28]([NH:30][O:31]C2CCCCO2)=[O:29])[CH:24]=1. (8) The reactants are: [CH3:1][C:2]([C:6]1[CH:11]=[CH:10][C:9]([N+:12]([O-])=O)=[CH:8][CH:7]=1)([CH3:5])[C:3]#[N:4]. Given the product [NH2:12][C:9]1[CH:8]=[CH:7][C:6]([C:2]([CH3:5])([CH3:1])[C:3]#[N:4])=[CH:11][CH:10]=1, predict the reactants needed to synthesize it.